From a dataset of Forward reaction prediction with 1.9M reactions from USPTO patents (1976-2016). Predict the product of the given reaction. Given the reactants Br[C:2]1[C:11]2[O:10][CH:9]([C:12]([F:15])([F:14])[F:13])[C:8]([C:16]([O:18][CH2:19][CH3:20])=[O:17])=[CH:7][C:6]=2[CH:5]=[C:4]([Cl:21])[CH:3]=1.[F-].[NH4+].[CH2:24](OCC)[CH3:25], predict the reaction product. The product is: [CH:19]([O:18][C:16]([C:8]1[CH:9]([C:12]([F:15])([F:14])[F:13])[O:10][C:11]2[C:2]([CH:24]=[CH2:25])=[CH:3][C:4]([Cl:21])=[CH:5][C:6]=2[CH:7]=1)=[O:17])=[CH2:20].